Dataset: NCI-60 drug combinations with 297,098 pairs across 59 cell lines. Task: Regression. Given two drug SMILES strings and cell line genomic features, predict the synergy score measuring deviation from expected non-interaction effect. (1) Drug 2: CN(CC1=CN=C2C(=N1)C(=NC(=N2)N)N)C3=CC=C(C=C3)C(=O)NC(CCC(=O)O)C(=O)O. Cell line: HCC-2998. Synergy scores: CSS=30.9, Synergy_ZIP=-5.29, Synergy_Bliss=-4.55, Synergy_Loewe=-4.79, Synergy_HSA=-3.72. Drug 1: CC=C1C(=O)NC(C(=O)OC2CC(=O)NC(C(=O)NC(CSSCCC=C2)C(=O)N1)C(C)C)C(C)C. (2) Cell line: BT-549. Drug 1: CN1CCC(CC1)COC2=C(C=C3C(=C2)N=CN=C3NC4=C(C=C(C=C4)Br)F)OC. Drug 2: C1CCC(C1)C(CC#N)N2C=C(C=N2)C3=C4C=CNC4=NC=N3. Synergy scores: CSS=1.13, Synergy_ZIP=3.66, Synergy_Bliss=9.93, Synergy_Loewe=5.46, Synergy_HSA=5.98. (3) Drug 1: CS(=O)(=O)C1=CC(=C(C=C1)C(=O)NC2=CC(=C(C=C2)Cl)C3=CC=CC=N3)Cl. Drug 2: C1=NC2=C(N=C(N=C2N1C3C(C(C(O3)CO)O)O)F)N. Cell line: 786-0. Synergy scores: CSS=10.3, Synergy_ZIP=-1.67, Synergy_Bliss=2.57, Synergy_Loewe=-2.13, Synergy_HSA=1.17. (4) Drug 1: CCC1=CC2CC(C3=C(CN(C2)C1)C4=CC=CC=C4N3)(C5=C(C=C6C(=C5)C78CCN9C7C(C=CC9)(C(C(C8N6C)(C(=O)OC)O)OC(=O)C)CC)OC)C(=O)OC. Drug 2: COCCOC1=C(C=C2C(=C1)C(=NC=N2)NC3=CC=CC(=C3)C#C)OCCOC. Cell line: NCIH23. Synergy scores: CSS=56.8, Synergy_ZIP=-1.23, Synergy_Bliss=-2.57, Synergy_Loewe=-2.08, Synergy_HSA=0.763. (5) Drug 1: CCC1=C2CN3C(=CC4=C(C3=O)COC(=O)C4(CC)O)C2=NC5=C1C=C(C=C5)O. Drug 2: CC12CCC3C(C1CCC2OP(=O)(O)O)CCC4=C3C=CC(=C4)OC(=O)N(CCCl)CCCl.[Na+]. Cell line: SF-268. Synergy scores: CSS=43.9, Synergy_ZIP=1.22, Synergy_Bliss=-0.126, Synergy_Loewe=-20.5, Synergy_HSA=1.51. (6) Drug 1: CN1CCC(CC1)COC2=C(C=C3C(=C2)N=CN=C3NC4=C(C=C(C=C4)Br)F)OC. Drug 2: C1CN1P(=S)(N2CC2)N3CC3. Cell line: U251. Synergy scores: CSS=8.67, Synergy_ZIP=-8.00, Synergy_Bliss=-4.81, Synergy_Loewe=-5.45, Synergy_HSA=-3.44.